This data is from Blood-brain barrier permeability classification from the B3DB database. The task is: Regression/Classification. Given a drug SMILES string, predict its absorption, distribution, metabolism, or excretion properties. Task type varies by dataset: regression for continuous measurements (e.g., permeability, clearance, half-life) or binary classification for categorical outcomes (e.g., BBB penetration, CYP inhibition). Dataset: b3db_classification. (1) The molecule is CC[C@]1(c2ccccc2)C(=O)NC(=O)N(C)C1=O. The result is 1 (penetrates BBB). (2) The drug is Nc1nc(Cl)nc2c1ncn2[C@H]1CC(O)[C@@H](CO)O1. The result is 1 (penetrates BBB).